This data is from Forward reaction prediction with 1.9M reactions from USPTO patents (1976-2016). The task is: Predict the product of the given reaction. (1) Given the reactants [C:1]1(=[O:11])[NH:5][C:4](=[O:6])[C:3]2=[CH:7][CH:8]=[CH:9][CH:10]=[C:2]12.[K], predict the reaction product. The product is: [C:1]1(=[O:11])[NH:5][C:4](=[O:6])[C:3]2=[CH:7][CH:8]=[CH:9][CH:10]=[C:2]12. (2) Given the reactants CS(C)=O.C(N(CC)CC)C.[Si:12]([O:19][CH2:20][CH2:21][CH2:22][CH2:23][CH2:24][OH:25])([C:15]([CH3:18])([CH3:17])[CH3:16])([CH3:14])[CH3:13].[Cl-].[NH4+], predict the reaction product. The product is: [Si:12]([O:19][CH2:20][CH2:21][CH2:22][CH2:23][CH:24]=[O:25])([C:15]([CH3:18])([CH3:17])[CH3:16])([CH3:14])[CH3:13]. (3) Given the reactants [C:1]([O:5][C:6]([N:8]1[CH2:13][C@@H:12]([C:14](=[O:37])[NH:15][CH2:16][C:17]2([CH2:31][CH2:32][CH2:33][CH2:34][O:35][CH3:36])[C:30]3[CH:29]=[CH:28][CH:27]=[CH:26][C:25]=3[O:24][C:23]3[C:18]2=[CH:19][CH:20]=[CH:21][CH:22]=3)[CH2:11][C@@H:10]([NH:38][CH2:39][CH3:40])[CH2:9]1)=[O:7])([CH3:4])([CH3:3])[CH3:2].[C:41](Cl)(=[O:43])[CH3:42], predict the reaction product. The product is: [C:1]([O:5][C:6]([N:8]1[CH2:13][C@@H:12]([C:14](=[O:37])[NH:15][CH2:16][C:17]2([CH2:31][CH2:32][CH2:33][CH2:34][O:35][CH3:36])[C:30]3[CH:29]=[CH:28][CH:27]=[CH:26][C:25]=3[O:24][C:23]3[C:18]2=[CH:19][CH:20]=[CH:21][CH:22]=3)[CH2:11][C@@H:10]([N:38]([C:41](=[O:43])[CH3:42])[CH2:39][CH3:40])[CH2:9]1)=[O:7])([CH3:4])([CH3:3])[CH3:2]. (4) Given the reactants C[O:2][C:3]([C:5]1[C:13]2[C:8](=[CH:9][C:10]([NH:14][C:15]3[CH:20]=[CH:19][CH:18]=[CH:17][C:16]=3[C:21]([O:23][CH3:24])=[O:22])=[CH:11][CH:12]=2)[N:7]([CH:25]2[CH2:30][CH2:29][CH2:28][CH2:27][O:26]2)[N:6]=1)=[O:4].[OH-].[Na+].Cl, predict the reaction product. The product is: [CH3:24][O:23][C:21]([C:16]1[CH:17]=[CH:18][CH:19]=[CH:20][C:15]=1[NH:14][C:10]1[CH:9]=[C:8]2[C:13]([C:5]([C:3]([OH:4])=[O:2])=[N:6][N:7]2[CH:25]2[CH2:30][CH2:29][CH2:28][CH2:27][O:26]2)=[CH:12][CH:11]=1)=[O:22]. (5) Given the reactants [Cl:1][C:2]1[CH:7]=[CH:6][C:5]([CH:8]([C:20]2[CH:25]=[CH:24][C:23]([Cl:26])=[CH:22][CH:21]=2)[C:9]2[CH:10]=[C:11]3[C:16](=[CH:17][CH:18]=2)[N:15]=[N:14][CH:13]=[C:12]3Cl)=[CH:4][CH:3]=1.Cl.[NH2:28][CH2:29][CH2:30][C:31]1[CH:40]=[CH:39][C:34]([C:35]([O:37][CH3:38])=[O:36])=[CH:33][CH:32]=1.CC1(C)C2C(=C(P(C3C=CC=CC=3)C3C=CC=CC=3)C=CC=2)OC2C(P(C3C=CC=CC=3)C3C=CC=CC=3)=CC=CC1=2, predict the reaction product. The product is: [Cl:1][C:2]1[CH:3]=[CH:4][C:5]([CH:8]([C:20]2[CH:25]=[CH:24][C:23]([Cl:26])=[CH:22][CH:21]=2)[C:9]2[CH:10]=[C:11]3[C:16](=[CH:17][CH:18]=2)[N:15]=[N:14][CH:13]=[C:12]3[NH:28][CH2:29][CH2:30][C:31]2[CH:40]=[CH:39][C:34]([C:35]([O:37][CH3:38])=[O:36])=[CH:33][CH:32]=2)=[CH:6][CH:7]=1.